From a dataset of Forward reaction prediction with 1.9M reactions from USPTO patents (1976-2016). Predict the product of the given reaction. (1) Given the reactants Cl[CH2:2][C:3]([C:5]1[CH:6]=[C:7]2[C:12](=[CH:13][CH:14]=1)[NH:11][C:10](=[O:15])[CH2:9][CH2:8]2)=[O:4].[Cl:16][C:17]1[S:21][C:20]([C:22]2([OH:28])[CH2:27][CH2:26][NH:25][CH2:24][CH2:23]2)=[CH:19][CH:18]=1.C(N(CC)CC)C, predict the reaction product. The product is: [Cl:16][C:17]1[S:21][C:20]([C:22]2([OH:28])[CH2:23][CH2:24][N:25]([CH2:2][C:3]([C:5]3[CH:6]=[C:7]4[C:12](=[CH:13][CH:14]=3)[NH:11][C:10](=[O:15])[CH2:9][CH2:8]4)=[O:4])[CH2:26][CH2:27]2)=[CH:19][CH:18]=1. (2) The product is: [CH3:10][O:11][C:12](=[O:29])[C:13]1[CH:18]=[CH:17][C:16]([O:19][CH2:20][CH2:21][N:22]2[CH2:27][CH2:26][N:25]([CH2:4][CH2:3][C:2]([CH3:7])([CH3:6])[CH3:1])[CH2:24][CH2:23]2)=[C:15]([CH3:28])[CH:14]=1. Given the reactants [CH3:1][C:2]([CH3:7])([CH3:6])[CH2:3][CH:4]=O.Cl.Cl.[CH3:10][O:11][C:12](=[O:29])[C:13]1[CH:18]=[CH:17][C:16]([O:19][CH2:20][CH2:21][N:22]2[CH2:27][CH2:26][NH:25][CH2:24][CH2:23]2)=[C:15]([CH3:28])[CH:14]=1.C([BH3-])#N.[Na+], predict the reaction product. (3) Given the reactants ClC(N(C)C)=C(C)C.[CH3:9][C:10]1[N:15]=[C:14]([C:16]([OH:18])=O)[CH:13]=[CH:12][CH:11]=1.[NH2:19][C:20]1[CH:28]=[C:27]([C:29]2[CH:30]=[C:31]([NH:36][S:37]([CH3:40])(=[O:39])=[O:38])[C:32]([Cl:35])=[N:33][CH:34]=2)[CH:26]=[C:25]2[C:21]=1[CH:22]=[N:23][N:24]2[CH3:41].C(=O)(O)[O-].[Na+], predict the reaction product. The product is: [Cl:35][C:32]1[N:33]=[CH:34][C:29]([C:27]2[CH:26]=[C:25]3[C:21]([CH:22]=[N:23][N:24]3[CH3:41])=[C:20]([NH:19][C:16]([C:14]3[CH:13]=[CH:12][CH:11]=[C:10]([CH3:9])[N:15]=3)=[O:18])[CH:28]=2)=[CH:30][C:31]=1[NH:36][S:37]([CH3:40])(=[O:39])=[O:38]. (4) Given the reactants [Cl:1][C:2]1[CH:7]=[CH:6][C:5]([C:8]2[CH:9]=[C:10]([NH2:20])[CH:11]=[N:12][C:13]=2[O:14][CH2:15][C:16]([F:19])([F:18])[F:17])=[CH:4][CH:3]=1.[CH3:21][C:22]1[O:26][CH:25]=[N:24][C:23]=1[C:27](O)=[O:28], predict the reaction product. The product is: [Cl:1][C:2]1[CH:3]=[CH:4][C:5]([C:8]2[CH:9]=[C:10]([NH:20][C:27]([C:23]3[N:24]=[CH:25][O:26][C:22]=3[CH3:21])=[O:28])[CH:11]=[N:12][C:13]=2[O:14][CH2:15][C:16]([F:17])([F:18])[F:19])=[CH:6][CH:7]=1.